This data is from NCI-60 drug combinations with 297,098 pairs across 59 cell lines. The task is: Regression. Given two drug SMILES strings and cell line genomic features, predict the synergy score measuring deviation from expected non-interaction effect. (1) Drug 1: C1=CC(=CC=C1CCCC(=O)O)N(CCCl)CCCl. Drug 2: CC1=C2C(C(=O)C3(C(CC4C(C3C(C(C2(C)C)(CC1OC(=O)C(C(C5=CC=CC=C5)NC(=O)OC(C)(C)C)O)O)OC(=O)C6=CC=CC=C6)(CO4)OC(=O)C)O)C)O. Cell line: HS 578T. Synergy scores: CSS=39.4, Synergy_ZIP=-6.33, Synergy_Bliss=-7.11, Synergy_Loewe=-7.27, Synergy_HSA=-5.39. (2) Drug 1: CN(CC1=CN=C2C(=N1)C(=NC(=N2)N)N)C3=CC=C(C=C3)C(=O)NC(CCC(=O)O)C(=O)O. Drug 2: COC1=C2C(=CC3=C1OC=C3)C=CC(=O)O2. Cell line: NCI/ADR-RES. Synergy scores: CSS=5.87, Synergy_ZIP=-6.72, Synergy_Bliss=-6.24, Synergy_Loewe=-17.8, Synergy_HSA=-8.09. (3) Drug 1: C1CC(=O)NC(=O)C1N2CC3=C(C2=O)C=CC=C3N. Drug 2: CC1=CC2C(CCC3(C2CCC3(C(=O)C)OC(=O)C)C)C4(C1=CC(=O)CC4)C. Cell line: DU-145. Synergy scores: CSS=1.56, Synergy_ZIP=2.14, Synergy_Bliss=3.51, Synergy_Loewe=-1.45, Synergy_HSA=-1.23. (4) Drug 1: C1C(C(OC1N2C=NC3=C(N=C(N=C32)Cl)N)CO)O. Drug 2: C1CCC(C(C1)N)N.C(=O)(C(=O)[O-])[O-].[Pt+4]. Cell line: HT29. Synergy scores: CSS=48.8, Synergy_ZIP=-5.32, Synergy_Bliss=-0.581, Synergy_Loewe=-12.9, Synergy_HSA=4.38.